This data is from Catalyst prediction with 721,799 reactions and 888 catalyst types from USPTO. The task is: Predict which catalyst facilitates the given reaction. (1) Reactant: [NH:1]1[C:9]2[CH2:8][CH2:7][CH2:6][CH2:5][C:4]=2[CH:3]=[C:2]1[C:10]([OH:12])=[O:11].CS(O[CH2:18][CH2:19][CH2:20][CH2:21][O:22][CH3:23])(=O)=O.[C:24](=[O:27])([O-])[O-].[Cs+].[Cs+]. Product: [CH3:23][O:22][CH2:21][CH2:20][CH2:19][CH2:18][N:1]1[C:9]2[CH2:8][CH2:7][CH2:6][CH2:5][C:4]=2[CH:3]=[C:2]1[C:10]([O:12][CH2:10][CH2:2][CH2:3][CH2:4][O:27][CH3:24])=[O:11]. The catalyst class is: 395. (2) Reactant: [I:1][C:2]1[CH:10]=[CH:9][C:5]([C:6](Cl)=[O:7])=[CH:4][CH:3]=1.[CH2:11]([NH:13][CH2:14][CH3:15])[CH3:12]. Product: [I:1][C:2]1[CH:10]=[CH:9][C:5]([C:6]([N:13]([CH2:14][CH3:15])[CH2:11][CH3:12])=[O:7])=[CH:4][CH:3]=1. The catalyst class is: 4. (3) Reactant: [CH2:1]([NH:8][C:9]([NH:11][C:12]1[CH:17]=[CH:16][C:15]([CH2:18][C:19]2([CH3:24])OCC[O:20]2)=[CH:14][CH:13]=1)=[O:10])[C:2]1[CH:7]=[CH:6][CH:5]=[CH:4][CH:3]=1.C(O)(=O)C.C(NC(NC1C=CC=C(CC(=O)C)C=1)=O)C1C=CC=CC=1. Product: [CH2:1]([NH:8][C:9]([NH:11][C:12]1[CH:13]=[CH:14][C:15]([CH2:18][C:19](=[O:20])[CH3:24])=[CH:16][CH:17]=1)=[O:10])[C:2]1[CH:3]=[CH:4][CH:5]=[CH:6][CH:7]=1. The catalyst class is: 6. (4) Reactant: [Cl:1][C:2]1[CH:12]=[C:11]([F:13])[C:10]([F:14])=[CH:9][C:3]=1[C:4]([N:6]=[C:7]=[O:8])=[O:5].[Cl:15][C:16]1[CH:21]=[CH:20][C:19]([C:22]2[N:23]=[N:24][C:25]([CH3:29])=[C:26]([CH3:28])[N:27]=2)=[CH:18][C:17]=1[NH2:30]. Product: [Cl:1][C:2]1[CH:12]=[C:11]([F:13])[C:10]([F:14])=[CH:9][C:3]=1[C:4]([NH:6][C:7]([NH:30][C:17]1[CH:18]=[C:19]([C:22]2[N:23]=[N:24][C:25]([CH3:29])=[C:26]([CH3:28])[N:27]=2)[CH:20]=[CH:21][C:16]=1[Cl:15])=[O:8])=[O:5]. The catalyst class is: 10. (5) Reactant: [Br:1][C:2]1[CH:11]=[C:10]2[C:5]([C:6]([CH3:14])([CH3:13])[CH2:7][CH2:8][C:9]2=O)=[CH:4][CH:3]=1.[C:15]([Mg]Cl)([CH3:18])([CH3:17])[CH3:16].C1(C)C=CC(S(O)(=O)=O)=CC=1. Product: [Br:1][C:2]1[CH:11]=[C:10]2[C:5]([C:6]([CH3:14])([CH3:13])[CH2:7][CH:8]=[C:9]2[C:15]([CH3:18])([CH3:17])[CH3:16])=[CH:4][CH:3]=1. The catalyst class is: 7. (6) Reactant: [Cl:1][C:2]1[N:9]=[C:8](Cl)[C:7]([F:11])=[C:6]([I:12])[C:3]=1[C:4]#[N:5].CCN(CC)CC.[CH:20]1([C:23]2[NH:27][N:26]=[C:25]([NH2:28])[CH:24]=2)[CH2:22][CH2:21]1. Product: [Cl:1][C:2]1[N:9]=[C:8]([NH:28][C:25]2[CH:24]=[C:23]([CH:20]3[CH2:22][CH2:21]3)[NH:27][N:26]=2)[C:7]([F:11])=[C:6]([I:12])[C:3]=1[C:4]#[N:5]. The catalyst class is: 10. (7) Reactant: [C:1]([O:5][C:6]([NH:8][C:9]1[C:22]([O:23][CH3:24])=[CH:21][C:20]2[C@:19]34[CH2:25][CH2:26][N:27]([C:28]([O:30][CH2:31][C:32]5[CH:37]=[CH:36][CH:35]=[CH:34][CH:33]=5)=[O:29])[C@@H:13]([C@@H:14]3[CH2:15][CH2:16][CH2:17][CH2:18]4)[CH2:12][C:11]=2[CH:10]=1)=[O:7])([CH3:4])([CH3:3])[CH3:2].I[CH3:39].[H-].[Na+].O. Product: [C:1]([O:5][C:6]([N:8]([CH3:39])[C:9]1[C:22]([O:23][CH3:24])=[CH:21][C:20]2[C@:19]34[CH2:25][CH2:26][N:27]([C:28]([O:30][CH2:31][C:32]5[CH:33]=[CH:34][CH:35]=[CH:36][CH:37]=5)=[O:29])[C@@H:13]([C@@H:14]3[CH2:15][CH2:16][CH2:17][CH2:18]4)[CH2:12][C:11]=2[CH:10]=1)=[O:7])([CH3:4])([CH3:2])[CH3:3]. The catalyst class is: 1.